This data is from Reaction yield outcomes from USPTO patents with 853,638 reactions. The task is: Predict the reaction yield, written as a fraction of the theoretical maximum amount of product (1.0 means a 100% yield; for example, 0.34 means a 34% yield). The reactants are [Cl-].O[NH3+:3].[C:4](=[O:7])([O-])[OH:5].[Na+].CS(C)=O.[CH2:13]([C:17]1[N:18]=[C:19]([CH3:46])[N:20]([CH2:39][C:40]2[N:41]=[C:42]([CH3:45])[S:43][CH:44]=2)[C:21](=[O:38])[C:22]=1[CH2:23][C:24]1[CH:29]=[CH:28][C:27]([C:30]2[C:31]([C:36]#[N:37])=[CH:32][CH:33]=[CH:34][CH:35]=2)=[CH:26][CH:25]=1)[CH2:14][CH2:15][CH3:16]. The catalyst is C(OCC)(=O)C. The product is [CH2:13]([C:17]1[N:18]=[C:19]([CH3:46])[N:20]([CH2:39][C:40]2[N:41]=[C:42]([CH3:45])[S:43][CH:44]=2)[C:21](=[O:38])[C:22]=1[CH2:23][C:24]1[CH:25]=[CH:26][C:27]([C:30]2[CH:35]=[CH:34][CH:33]=[CH:32][C:31]=2[C:36]2[NH:3][C:4](=[O:7])[O:5][N:37]=2)=[CH:28][CH:29]=1)[CH2:14][CH2:15][CH3:16]. The yield is 0.870.